This data is from Reaction yield outcomes from USPTO patents with 853,638 reactions. The task is: Predict the reaction yield, written as a fraction of the theoretical maximum amount of product (1.0 means a 100% yield; for example, 0.34 means a 34% yield). (1) The reactants are [CH2:1]([N:8]1[CH2:13][CH2:12][N:11]([C:14]2[CH:22]=[CH:21][CH:20]=[C:19]3[C:15]=2[CH:16]=[N:17][NH:18]3)[CH2:10][CH2:9]1)[C:2]1[CH:7]=[CH:6][CH:5]=[CH:4][CH:3]=1.[H-].[Na+].[C:25]1([S:31]([Cl:34])(=[O:33])=[O:32])[CH:30]=[CH:29][CH:28]=[CH:27][CH:26]=1.C([O-])(O)=O.[Na+]. The catalyst is CN(C)C=O.O. The product is [ClH:34].[CH2:1]([N:8]1[CH2:13][CH2:12][N:11]([C:14]2[CH:22]=[CH:21][CH:20]=[C:19]3[C:15]=2[CH:16]=[N:17][N:18]3[S:31]([C:25]2[CH:30]=[CH:29][CH:28]=[CH:27][CH:26]=2)(=[O:33])=[O:32])[CH2:10][CH2:9]1)[C:2]1[CH:3]=[CH:4][CH:5]=[CH:6][CH:7]=1. The yield is 0.910. (2) The catalyst is CN(C)C=O. The product is [O:23]([C:20]1[N:21]=[CH:22][C:17]([CH2:16][N:1]2[CH:5]=[C:4]([C:6]3[C:7]([NH2:12])=[N:8][CH:9]=[CH:10][CH:11]=3)[CH:3]=[N:2]2)=[CH:18][CH:19]=1)[C:24]1[CH:25]=[CH:26][CH:27]=[CH:28][CH:29]=1. The yield is 0.582. The reactants are [NH:1]1[CH:5]=[C:4]([C:6]2[C:7]([NH2:12])=[N:8][CH:9]=[CH:10][CH:11]=2)[CH:3]=[N:2]1.[H-].[Na+].Cl[CH2:16][C:17]1[CH:18]=[CH:19][C:20]([O:23][C:24]2[CH:29]=[CH:28][CH:27]=[CH:26][CH:25]=2)=[N:21][CH:22]=1. (3) The reactants are [Cl:1][C:2]1[CH:3]=[C:4]([SH:9])[CH:5]=[C:6]([Cl:8])[CH:7]=1.I[CH2:11][CH3:12].C(=O)([O-])[O-].[K+].[K+].C(Cl)Cl. The yield is 0.970. The product is [CH2:11]([S:9][C:4]1[CH:3]=[C:2]([Cl:1])[CH:7]=[C:6]([Cl:8])[CH:5]=1)[CH3:12]. The catalyst is O. (4) The reactants are [CH2:1]1[C:10]2[C:5](=[CH:6][CH:7]=[CH:8][CH:9]=2)[CH2:4][CH2:3][NH:2]1.C([O-])([O-])=O.[K+].[K+].Br[CH2:18][CH:19]1[CH2:21][O:20]1. The catalyst is CC#N. The product is [O:20]1[CH2:21][CH:19]1[CH2:18][N:2]1[CH2:3][CH2:4][C:5]2[C:10](=[CH:9][CH:8]=[CH:7][CH:6]=2)[CH2:1]1. The yield is 0.780. (5) The reactants are C(C1C(=O)C(Cl)=C(Cl)C(=O)C=1C#N)#N.C1C=CC(P(C2C=CC=CC=2)C2C=CC=CC=2)=CC=1.[Br:34][C:35]1[CH:44]=[C:43]2[C:38]([NH:39][CH2:40][C@H:41]([CH2:45][CH2:46]O)[NH:42]2)=[CH:37][CH:36]=1. The catalyst is C(Cl)Cl. The product is [Br:34][C:35]1[CH:36]=[CH:37][C:38]2[N:39]3[CH2:40][C@@H:41]([NH:42][C:43]=2[CH:44]=1)[CH2:45][CH2:46]3. The yield is 0.810.